From a dataset of Full USPTO retrosynthesis dataset with 1.9M reactions from patents (1976-2016). Predict the reactants needed to synthesize the given product. (1) Given the product [Cl:1][C:2]1[C:7]([CH2:8][O:9][CH3:11])=[CH:6][C:5]([F:10])=[CH:4][N:3]=1, predict the reactants needed to synthesize it. The reactants are: [Cl:1][C:2]1[C:7]([CH2:8][OH:9])=[CH:6][C:5]([F:10])=[CH:4][N:3]=1.[CH3:11]I. (2) Given the product [Cl:1][C:2]1[C:3]2[N:4]([CH:10]=[N:9][CH:8]=2)[CH:5]=[CH:6][N:7]=1, predict the reactants needed to synthesize it. The reactants are: [Cl:1][C:2]1[C:3]([CH2:8][NH:9][CH:10]=O)=[N:4][CH:5]=[CH:6][N:7]=1.CC#N.O=P(Cl)(Cl)Cl.CN(C=O)C.